This data is from Catalyst prediction with 721,799 reactions and 888 catalyst types from USPTO. The task is: Predict which catalyst facilitates the given reaction. (1) Reactant: CCN(C(C)C)C(C)C.[C:10]([C:14]1[N:22]=[C:21]2[C:17]([N:18]=[CH:19][N:20]2[CH2:23][C:24]2[C:29]([Cl:30])=[CH:28][CH:27]=[CH:26][N:25]=2)=[C:16](Cl)[N:15]=1)([CH3:13])([CH3:12])[CH3:11].Cl.[F:33][C:34]([F:42])([F:41])[C:35]1([OH:40])[CH2:39][CH2:38][NH:37][CH2:36]1.O. Product: [C:10]([C:14]1[N:22]=[C:21]2[C:17]([N:18]=[CH:19][N:20]2[CH2:23][C:24]2[C:29]([Cl:30])=[CH:28][CH:27]=[CH:26][N:25]=2)=[C:16]([N:37]2[CH2:38][CH2:39][C:35]([C:34]([F:42])([F:41])[F:33])([OH:40])[CH2:36]2)[N:15]=1)([CH3:13])([CH3:12])[CH3:11]. The catalyst class is: 37. (2) Reactant: CC(C)([O-])C.[K+].Br[C:8]1[CH:13]=[CH:12][C:11]([I:14])=[CH:10][N:9]=1.[CH2:15]([OH:24])[CH2:16][O:17][CH2:18][CH2:19][O:20][CH2:21][CH2:22][OH:23]. Product: [I:14][C:11]1[CH:12]=[CH:13][C:8]([O:24][CH2:15][CH2:16][O:17][CH2:18][CH2:19][O:20][CH2:21][CH2:22][OH:23])=[N:9][CH:10]=1. The catalyst class is: 7. (3) Reactant: C1OCCOCCOCCOCCOCCOC1.[Cl:19][C:20]([Cl:38])=[CH:21][CH2:22][O:23][C:24]1[CH:35]=[C:34]([Cl:36])[C:27]([O:28][CH2:29][CH2:30][CH2:31][CH2:32]Br)=[C:26]([Cl:37])[CH:25]=1.[CH3:39][C:40]1([CH3:50])[O:44][C:43]2[CH:45]=[CH:46][C:47]([OH:49])=[CH:48][C:42]=2[O:41]1.C(=O)([O-])[O-].[K+].[K+]. Product: [Cl:19][C:20]([Cl:38])=[CH:21][CH2:22][O:23][C:24]1[CH:35]=[C:34]([Cl:36])[C:27]([O:28][CH2:29][CH2:30][CH2:31][CH2:32][O:49][C:47]2[CH:46]=[CH:45][C:43]3[O:44][C:40]([CH3:39])([CH3:50])[O:41][C:42]=3[CH:48]=2)=[C:26]([Cl:37])[CH:25]=1. The catalyst class is: 3. (4) Reactant: [CH2:1](O)[CH2:2][CH2:3][CH2:4][CH2:5][CH2:6][CH2:7][CH2:8][CH2:9][CH2:10][CH2:11][CH2:12][CH2:13][CH2:14][CH2:15][CH2:16][CH2:17][CH3:18].C1C=CC(P(C2C=CC=CC=2)C2C=CC=CC=2)=CC=1.C(Br)(Br)(Br)[Br:40]. Product: [CH2:1]([Br:40])[CH2:2][CH2:3][CH2:4][CH2:5][CH2:6][CH2:7][CH2:8][CH2:9][CH2:10][CH2:11][CH2:12][CH2:13][CH2:14][CH2:15][CH2:16][CH2:17][CH3:18]. The catalyst class is: 2. (5) The catalyst class is: 52. Product: [Br:1][C:2]1[CH:3]=[C:4]2[C:8](=[CH:9][CH:10]=1)[NH:7][CH2:6][CH:5]2[CH3:11]. Reactant: [Br:1][C:2]1[CH:3]=[C:4]2[C:8](=[CH:9][CH:10]=1)[NH:7][CH:6]=[C:5]2[CH3:11].[BH3-]C#N.[Na+]. (6) Reactant: C([O:8][C:9]1[C:18]2[C:13](=[CH:14][CH:15]=[CH:16][CH:17]=2)[N:12]=[C:11]([CH2:19][S:20][CH2:21][CH2:22][CH2:23][CH2:24][CH2:25][CH2:26][CH3:27])[C:10]=1[CH3:28])C1C=CC=CC=1.C1(SC)C=CC=CC=1. Product: [CH2:21]([S:20][CH2:19][C:11]1[NH:12][C:13]2[C:18]([C:9](=[O:8])[C:10]=1[CH3:28])=[CH:17][CH:16]=[CH:15][CH:14]=2)[CH2:22][CH2:23][CH2:24][CH2:25][CH2:26][CH3:27]. The catalyst class is: 55. (7) Reactant: Br[C:2]1[CH:3]=[CH:4][C:5]2[O:11][CH2:10][CH2:9][N:8]3[CH:12]=[C:13]([C:15]4[N:19]([C:20]5[CH:25]=[CH:24][CH:23]=[CH:22][C:21]=5[Cl:26])[N:18]=[C:17]([NH2:27])[N:16]=4)[N:14]=[C:7]3[C:6]=2[CH:28]=1.[Cl:29][C:30]1[CH:35]=[CH:34][C:33](B(O)O)=[CH:32][CH:31]=1.C([O-])([O-])=O.[Cs+].[Cs+].O. Product: [Cl:26][C:21]1[CH:22]=[CH:23][CH:24]=[CH:25][C:20]=1[N:19]1[C:15]([C:13]2[N:14]=[C:7]3[C:6]4[CH:28]=[C:2]([C:33]5[CH:34]=[CH:35][C:30]([Cl:29])=[CH:31][CH:32]=5)[CH:3]=[CH:4][C:5]=4[O:11][CH2:10][CH2:9][N:8]3[CH:12]=2)=[N:16][C:17]([NH2:27])=[N:18]1. The catalyst class is: 75.